Predict which catalyst facilitates the given reaction. From a dataset of Catalyst prediction with 721,799 reactions and 888 catalyst types from USPTO. Reactant: [F:1][C:2]1[CH:7]=[CH:6][C:5]([C:8]2[C:12]([C:13]3[CH:18]=[CH:17][C:16]([F:19])=[CH:15][CH:14]=3)=[C:11]([CH:20]=[O:21])[N:10]([CH:22]([CH3:24])[CH3:23])[C:9]=2[C:25]([OH:27])=[O:26])=[CH:4][CH:3]=1.C1CCN2C(=NCCC2)CC1.[CH2:39](Br)[C:40]1[CH:45]=[CH:44][CH:43]=[CH:42][CH:41]=1. Product: [CH2:39]([O:26][C:25]([C:9]1[N:10]([CH:22]([CH3:24])[CH3:23])[C:11]([CH:20]=[O:21])=[C:12]([C:13]2[CH:14]=[CH:15][C:16]([F:19])=[CH:17][CH:18]=2)[C:8]=1[C:5]1[CH:4]=[CH:3][C:2]([F:1])=[CH:7][CH:6]=1)=[O:27])[C:40]1[CH:45]=[CH:44][CH:43]=[CH:42][CH:41]=1. The catalyst class is: 1.